This data is from Full USPTO retrosynthesis dataset with 1.9M reactions from patents (1976-2016). The task is: Predict the reactants needed to synthesize the given product. (1) Given the product [F:24][C:18]1[CH:19]=[C:20]([F:23])[CH:21]=[CH:22][C:17]=1[N:6]1[CH:5]([C:3]([OH:4])=[O:2])[CH2:9][N:8]([S:10]([CH:13]([CH3:14])[CH3:15])(=[O:12])=[O:11])[C:7]1=[O:16], predict the reactants needed to synthesize it. The reactants are: C[O:2][C:3]([CH:5]1[CH2:9][N:8]([S:10]([CH:13]([CH3:15])[CH3:14])(=[O:12])=[O:11])[C:7](=[O:16])[N:6]1[C:17]1[CH:22]=[CH:21][C:20]([F:23])=[CH:19][C:18]=1[F:24])=[O:4].[OH-].[Li+]. (2) Given the product [CH2:1]([O:3][C:4](=[O:29])[CH2:5][CH2:6][CH2:7][O:8][C:9]1[CH:14]=[CH:13][CH:12]=[C:11]([CH2:15][CH2:16][CH2:17][CH2:18][CH2:19][CH2:20][O:37][C:35]2[CH:36]=[C:31]([Br:30])[CH:32]=[C:33]([C:38](=[O:40])[CH3:39])[CH:34]=2)[C:10]=1[CH2:22][CH2:23][C:24]([O:26][CH2:27][CH3:28])=[O:25])[CH3:2], predict the reactants needed to synthesize it. The reactants are: [CH2:1]([O:3][C:4](=[O:29])[CH2:5][CH2:6][CH2:7][O:8][C:9]1[CH:14]=[CH:13][CH:12]=[C:11]([CH2:15][CH2:16][CH2:17][CH2:18][CH2:19][CH2:20]Br)[C:10]=1[CH2:22][CH2:23][C:24]([O:26][CH2:27][CH3:28])=[O:25])[CH3:2].[Br:30][C:31]1[CH:32]=[C:33]([C:38](=[O:40])[CH3:39])[CH:34]=[C:35]([OH:37])[CH:36]=1.C(=O)([O-])[O-].[K+].[K+]. (3) Given the product [CH3:19][O:18][C:17]1[C:2]([C:27]2[CH:26]=[CH:25][CH:24]=[C:23]([N+:20]([O-:22])=[O:21])[CH:28]=2)=[CH:3][C:4]([CH2:5][N:6]2[C:10]3[CH:11]=[CH:12][CH:13]=[CH:14][C:9]=3[N:8]=[N:7]2)=[CH:15][CH:16]=1, predict the reactants needed to synthesize it. The reactants are: Br[C:2]1[CH:3]=[C:4]([CH:15]=[CH:16][C:17]=1[O:18][CH3:19])[CH2:5][N:6]1[C:10]2[CH:11]=[CH:12][CH:13]=[CH:14][C:9]=2[N:8]=[N:7]1.[N+:20]([C:23]1[CH:24]=[C:25](B(O)O)[CH:26]=[CH:27][CH:28]=1)([O-:22])=[O:21].C1(P(C2C=CC=CC=2)C2C=CC=CC=2)C=CC=CC=1.C(=O)([O-])[O-].[Na+].[Na+]. (4) The reactants are: [C:1]1([C@@H:7]2[NH:13][CH2:12][C:11]3[CH:14]=[CH:15][C:16]([C:18]([O:20]C)=O)=[CH:17][C:10]=3[O:9][CH2:8]2)[CH:6]=[CH:5][CH:4]=[CH:3][CH:2]=1.CC[N:24](CC)CC.[CH3:29][N:30]([CH3:34])[C:31](Cl)=[O:32].[Cl-].[Na+].[OH2:37]. Given the product [OH:37][NH:24][C:18]([C:16]1[CH:15]=[CH:14][C:11]2[CH2:12][N:13]([C:31]([N:30]([CH3:34])[CH3:29])=[O:32])[C@@H:7]([C:1]3[CH:2]=[CH:3][CH:4]=[CH:5][CH:6]=3)[CH2:8][O:9][C:10]=2[CH:17]=1)=[O:20], predict the reactants needed to synthesize it. (5) Given the product [NH:7]1[C:2]2[CH:3]=[CH:4][CH:5]=[CH:6][C:1]=2[N:8]=[C:15]1[C:14]1[S:13][CH:12]=[N:11][C:10]=1[CH3:9], predict the reactants needed to synthesize it. The reactants are: [C:1]1([NH2:8])[CH:6]=[CH:5][CH:4]=[CH:3][C:2]=1[NH2:7].[CH3:9][C:10]1[N:11]=[CH:12][S:13][C:14]=1[C:15](O)=O.